The task is: Predict the reactants needed to synthesize the given product.. This data is from Full USPTO retrosynthesis dataset with 1.9M reactions from patents (1976-2016). (1) Given the product [CH2:11]([N:8]1[CH:9]=[CH:10][C:5]([C:1]([CH3:4])([CH3:3])[CH3:2])=[CH:6]/[C:7]/1=[N:15]\[C:19](=[O:20])[C:18]1[CH:22]=[C:23]([C:26]([F:27])([F:28])[F:29])[CH:24]=[CH:25][C:17]=1[F:16])[CH2:12][CH2:13][CH3:14], predict the reactants needed to synthesize it. The reactants are: [C:1]([C:5]1[CH:10]=[CH:9][N:8]([CH2:11][CH2:12][CH2:13][CH3:14])[C:7](=[NH:15])[CH:6]=1)([CH3:4])([CH3:3])[CH3:2].[F:16][C:17]1[CH:25]=[CH:24][C:23]([C:26]([F:29])([F:28])[F:27])=[CH:22][C:18]=1[C:19](O)=[O:20].CCN(CC)CC.CCCP(=O)=O. (2) Given the product [Cl:9][CH2:10][C:11]1[S:8][C:3]2[C:2]([N:1]=1)=[CH:7][CH:6]=[CH:5][N:4]=2, predict the reactants needed to synthesize it. The reactants are: [NH2:1][C:2]1[C:3]([SH:8])=[N:4][CH:5]=[CH:6][CH:7]=1.[Cl:9][CH2:10][C:11](OCC)(OCC)OCC. (3) Given the product [Br:29][C:7]1[CH:8]=[C:9]2[C:4](=[N:5][CH:6]=1)[NH:3][C:24](=[O:26])[C:11]1([CH2:16][CH2:15][N:14]([C:17]([O:19][C:20]([CH3:22])([CH3:21])[CH3:23])=[O:18])[CH2:13][CH2:12]1)[CH2:10]2, predict the reactants needed to synthesize it. The reactants are: [H-].[Na+].[NH2:3][C:4]1[C:9]([CH2:10][C:11]2([C:24]([O:26]CC)=O)[CH2:16][CH2:15][N:14]([C:17]([O:19][C:20]([CH3:23])([CH3:22])[CH3:21])=[O:18])[CH2:13][CH2:12]2)=[CH:8][C:7]([Br:29])=[CH:6][N:5]=1.O. (4) Given the product [CH2:30]([O:67][C:49](=[O:62])[CH:50]=[C:51]([O:53][C:54]1[CH:59]=[CH:58][CH:57]=[C:56]([Cl:60])[C:55]=1[Cl:61])[CH2:52][NH:19][C@H:12]([C:11](=[O:20])[NH:10][C:7]1[CH:8]=[CH:9][N:5]([CH2:4][C:3]([OH:2])([CH3:22])[CH3:21])[N:6]=1)[CH2:13][C@@H:14]([O:16][CH2:17][CH3:18])[CH3:15])[CH3:31], predict the reactants needed to synthesize it. The reactants are: Cl.[OH:2][C:3]([CH3:22])([CH3:21])[CH2:4][N:5]1[CH:9]=[CH:8][C:7]([NH:10][C:11](=[O:20])[C@@H:12]([NH2:19])[CH2:13][C@@H:14]([O:16][CH2:17][CH3:18])[CH3:15])=[N:6]1.C(N([CH2:30][CH3:31])C(C)C)(C)C.Cl.OC(C)(C)CN1C=CC(NC(=O)[C@@H](N2[CH2:52][C:51]([O:53][C:54]3[CH:59]=[CH:58][CH:57]=[C:56]([Cl:60])[C:55]=3[Cl:61])=[CH:50][C:49]2=[O:62])CC(C)C)=N1.C[OH:67]. (5) Given the product [NH2:1][C:2]([NH:4][C:5]1[C:6]([C:18]([NH2:20])=[O:19])=[N:7][N:8]([C:10]2[CH:15]=[CH:14][C:13]([C:24]3[CH:25]=[CH:26][C:27]([OH:28])=[C:22]([F:21])[CH:23]=3)=[C:12]([F:17])[CH:11]=2)[CH:9]=1)=[O:3], predict the reactants needed to synthesize it. The reactants are: [NH2:1][C:2]([NH:4][C:5]1[C:6]([C:18]([NH2:20])=[O:19])=[N:7][N:8]([C:10]2[CH:15]=[CH:14][C:13](Br)=[C:12]([F:17])[CH:11]=2)[CH:9]=1)=[O:3].[F:21][C:22]1[CH:23]=[C:24](B(O)O)[CH:25]=[CH:26][C:27]=1[OH:28]. (6) Given the product [CH3:1][S:2][CH2:3][CH2:4][O:5][C:10]1[CH:11]=[C:12]2[C:16](=[CH:17][CH:18]=1)[N:15]([C:19]([O:21][C:22]([CH3:23])([CH3:24])[CH3:25])=[O:20])[C:14]([C:26]([O:28][CH2:29][CH3:30])=[O:27])=[CH:13]2, predict the reactants needed to synthesize it. The reactants are: [CH3:1][S:2][CH2:3][CH2:4][OH:5].C(Cl)Cl.O[C:10]1[CH:11]=[C:12]2[C:16](=[CH:17][CH:18]=1)[N:15]([C:19]([O:21][C:22]([CH3:25])([CH3:24])[CH3:23])=[O:20])[C:14]([C:26]([O:28][CH2:29][CH3:30])=[O:27])=[CH:13]2.C1(P(C2C=CC=CC=2)C2C=CC=CC=2)C=CC=CC=1. (7) The reactants are: [CH2:1]([Zn]CC)C.COCCOC.ICI.[OH:15][CH2:16]/[CH:17]=[CH:18]/[CH:19]1[CH2:24][CH2:23][N:22]([C:25]([O:27][CH2:28][C:29]2[CH:34]=[CH:33][CH:32]=[CH:31][CH:30]=2)=[O:26])[CH2:21][CH2:20]1.O1CCBO1. Given the product [OH:15][CH2:16][C@H:17]1[CH2:1][C@@H:18]1[CH:19]1[CH2:24][CH2:23][N:22]([C:25]([O:27][CH2:28][C:29]2[CH:34]=[CH:33][CH:32]=[CH:31][CH:30]=2)=[O:26])[CH2:21][CH2:20]1, predict the reactants needed to synthesize it.